Task: Predict the reaction yield, written as a fraction of the theoretical maximum amount of product (1.0 means a 100% yield; for example, 0.34 means a 34% yield).. Dataset: Reaction yield outcomes from USPTO patents with 853,638 reactions (1) The product is [CH:9]1[C:10]2[C:15](=[CH:14][CH:13]=[CH:12][CH:11]=2)[CH:16]=[CH:17][C:8]=1[N:7]1[CH2:2][CH2:3][NH:4][C:5]1=[O:6]. The catalyst is CN(C=O)C.C1COCC1.C(Cl)(Cl)Cl. The reactants are Cl[CH2:2][CH2:3][NH:4][C:5]([NH:7][C:8]1[CH:17]=[CH:16][C:15]2[C:10](=[CH:11][CH:12]=[CH:13][CH:14]=2)[CH:9]=1)=[O:6].[H-].[Na+].CO. The yield is 0.940. (2) The reactants are [O:1]1[CH2:5][CH2:4][CH2:3][CH2:2]1.C([N:8]([CH2:11][CH3:12])[CH2:9][CH3:10])C.[Br:13][C:14]1[S:15][C:16]([C:19]([OH:21])=O)=[CH:17][N:18]=1.[OH:22]N1C2C=CC=CC=2N=N1.Cl.C(N=C=N[CH2:38][CH2:39][CH2:40]N(C)C)C. No catalyst specified. The product is [Br:13][C:14]1[S:15][C:16]([C:19]([N:8]2[CH2:9][CH2:10][C:40]3[C:39]([CH:38]=[O:22])=[C:2]([O:1][CH3:5])[CH:3]=[CH:4][C:12]=3[CH2:11]2)=[O:21])=[CH:17][N:18]=1. The yield is 0.530.